This data is from Catalyst prediction with 721,799 reactions and 888 catalyst types from USPTO. The task is: Predict which catalyst facilitates the given reaction. (1) Reactant: [CH2:1]([O:3][C:4](=[O:19])[CH:5](Cl)[C:6](=O)[C:7]1[CH:12]=[CH:11][CH:10]=[C:9]([C:13]([F:16])([F:15])[F:14])[CH:8]=1)[CH3:2].[C:20]([NH2:23])(=[S:22])[CH3:21]. Product: [CH2:1]([O:3][C:4]([C:5]1[S:22][C:20]([CH3:21])=[N:23][C:6]=1[C:7]1[CH:12]=[CH:11][CH:10]=[C:9]([C:13]([F:16])([F:15])[F:14])[CH:8]=1)=[O:19])[CH3:2]. The catalyst class is: 23. (2) Reactant: [CH3:1][C:2]1[S:3][C:4]2[CH:10]=[CH:9][C:8]([O:11][CH2:12][C@H:13]([OH:21])[CH2:14][N:15]3[CH2:20][CH2:19][NH:18][CH2:17][CH2:16]3)=[CH:7][C:5]=2[N:6]=1.Br[CH2:23][CH2:24][N:25]1[C:29](=[O:30])[C:28]2=[CH:31][CH:32]=[CH:33][CH:34]=[C:27]2[C:26]1=[O:35].CCN(CC)CC. Product: [OH:21][C@@H:13]([CH2:12][O:11][C:8]1[CH:9]=[CH:10][C:4]2[S:3][C:2]([CH3:1])=[N:6][C:5]=2[CH:7]=1)[CH2:14][N:15]1[CH2:16][CH2:17][N:18]([CH2:23][CH2:24][N:25]2[C:29](=[O:30])[C:28]3[CH:31]=[CH:32][CH:33]=[CH:34][C:27]=3[C:26]2=[O:35])[CH2:19][CH2:20]1. The catalyst class is: 14. (3) Reactant: [N:1]1[CH:6]=[CH:5][N:4]=[CH:3][C:2]=1[NH:7][C:8]1[S:9][CH:10]=[C:11]([C:13]2[CH:14]=[C:15]([CH:18]=[CH:19][CH:20]=2)[C:16]#[N:17])[N:12]=1.[Br:21]Br.O.C(=O)([O-])[O-].[K+].[K+]. Product: [Br:21][SH:9]1[CH:10]=[C:11]([C:13]2[CH:14]=[C:15]([CH:18]=[CH:19][CH:20]=2)[C:16]#[N:17])[N:12]=[C:8]1[NH:7][C:2]1[CH:3]=[N:4][CH:5]=[CH:6][N:1]=1. The catalyst class is: 15. (4) Reactant: [CH3:1][O:2][CH2:3][C:4]1[CH:13]=[C:7]2[CH:8]=[CH:9][CH:10]=[C:11]([Br:12])[N:6]2[N:5]=1.F[B-](F)(F)F.[O:19]=[N+:20]=[O:21]. Product: [CH3:1][O:2][CH2:3][C:4]1[C:13]([N+:20]([O-:21])=[O:19])=[C:7]2[CH:8]=[CH:9][CH:10]=[C:11]([Br:12])[N:6]2[N:5]=1. The catalyst class is: 10. (5) Reactant: Cl[C:2]1[CH:11]=[CH:10][C:9]2[N:8]=[CH:7][C:6]3[CH2:12][N:13]([CH3:40])[C:14](=[O:39])[N:15]([C:16]4[CH:21]=[CH:20][C:19]([N:22]5[CH2:27][CH2:26][N:25]([C:28]([O:30][C:31]([CH3:34])([CH3:33])[CH3:32])=[O:29])[CH2:24][CH2:23]5)=[C:18]([C:35]([F:38])([F:37])[F:36])[CH:17]=4)[C:5]=3[C:4]=2[CH:3]=1.[N:41]1[C:50]2[C:45](=[CH:46][CH:47]=[CH:48][CH:49]=2)[CH:44]=[C:43](B(O)O)[CH:42]=1.CC(C1C=C(C(C)C)C(C2C(P(C(C)(C)C)C(C)(C)C)=CC=CC=2)=C(C(C)C)C=1)C.C([O-])([O-])=O.[Na+].[Na+]. Product: [CH3:40][N:13]1[CH2:12][C:6]2[CH:7]=[N:8][C:9]3[CH:10]=[CH:11][C:2]([C:43]4[CH:42]=[N:41][C:50]5[C:45]([CH:44]=4)=[CH:46][CH:47]=[CH:48][CH:49]=5)=[CH:3][C:4]=3[C:5]=2[N:15]([C:16]2[CH:21]=[CH:20][C:19]([N:22]3[CH2:23][CH2:24][N:25]([C:28]([O:30][C:31]([CH3:32])([CH3:33])[CH3:34])=[O:29])[CH2:26][CH2:27]3)=[C:18]([C:35]([F:36])([F:38])[F:37])[CH:17]=2)[C:14]1=[O:39]. The catalyst class is: 12. (6) Reactant: [F:1][C:2]1[CH:7]=[C:6]([F:8])[C:5]([C:9]2[C:14]([CH3:15])=[CH:13][C:12]([O:16][CH2:17][CH:18]([C:23]([OH:26])([CH3:25])[CH3:24])[C:19]([OH:22])([CH3:21])[CH3:20])=[CH:11][C:10]=2[CH3:27])=[CH:4][C:3]=1[CH2:28][O:29][C:30]1[N:35]=[CH:34][C:33]2[C@@H:36]3[C@@H:39]([C:40]([O:42]C(C)(C)C)=[O:41])[C@@H:37]3[CH2:38][C:32]=2[CH:31]=1.O[Li].O.Cl. Product: [F:1][C:2]1[CH:7]=[C:6]([F:8])[C:5]([C:9]2[C:10]([CH3:27])=[CH:11][C:12]([O:16][CH2:17][CH:18]([C:19]([OH:22])([CH3:21])[CH3:20])[C:23]([OH:26])([CH3:24])[CH3:25])=[CH:13][C:14]=2[CH3:15])=[CH:4][C:3]=1[CH2:28][O:29][C:30]1[N:35]=[CH:34][C:33]2[C@@H:36]3[C@@H:39]([C:40]([OH:42])=[O:41])[C@@H:37]3[CH2:38][C:32]=2[CH:31]=1. The catalyst class is: 87. (7) Reactant: [CH2:1]([C:3]1[CH:8]=[CH:7][CH:6]=[CH:5][C:4]=1[OH:9])[CH3:2].C(=O)([O-])[O-].[Cs+].[Cs+].Br[CH2:17][C:18]([O:20][CH2:21][CH3:22])=[O:19]. Product: [CH2:21]([O:20][C:18](=[O:19])[CH2:17][O:9][C:4]1[CH:5]=[CH:6][CH:7]=[CH:8][C:3]=1[CH2:1][CH3:2])[CH3:22]. The catalyst class is: 115. (8) Reactant: [CH3:1][S:2](Cl)(=[O:4])=[O:3].[CH2:6]([O:13][C:14]([N:16]1[CH2:21][CH:20]([O:22][CH2:23][C:24]2[CH:25]=[CH:26][C:27]3[O:32][CH2:31][CH2:30][N:29]([CH2:33][CH2:34][CH2:35][O:36][CH3:37])[C:28]=3[CH:38]=2)[CH:19]([C:39]2[CH:44]=[CH:43][C:42]([O:45][CH:46]3[CH2:50][CH2:49][N:48]([C:51]4[CH:56]=[CH:55][CH:54]=[C:53]([F:57])[CH:52]=4)[CH2:47]3)=[CH:41][CH:40]=2)[CH:18]([OH:58])[CH2:17]1)=[O:15])[C:7]1[CH:12]=[CH:11][CH:10]=[CH:9][CH:8]=1.C(N(CC)CC)C.C(=O)(O)[O-].[Na+]. Product: [CH2:6]([O:13][C:14]([N:16]1[CH2:21][CH:20]([O:22][CH2:23][C:24]2[CH:25]=[CH:26][C:27]3[O:32][CH2:31][CH2:30][N:29]([CH2:33][CH2:34][CH2:35][O:36][CH3:37])[C:28]=3[CH:38]=2)[CH:19]([C:39]2[CH:44]=[CH:43][C:42]([O:45][CH:46]3[CH2:50][CH2:49][N:48]([C:51]4[CH:56]=[CH:55][CH:54]=[C:53]([F:57])[CH:52]=4)[CH2:47]3)=[CH:41][CH:40]=2)[CH:18]([O:58][S:2]([CH3:1])(=[O:4])=[O:3])[CH2:17]1)=[O:15])[C:7]1[CH:12]=[CH:11][CH:10]=[CH:9][CH:8]=1. The catalyst class is: 4. (9) Reactant: Br[C:2]1[C:3](=[O:19])[N:4]([C:8]2[CH:9]=[C:10]([CH:15]=[CH:16][C:17]=2[Cl:18])[C:11]([O:13][CH3:14])=[O:12])[CH:5]=[CH:6][N:7]=1.C(N(C(C)C)C(C)C)C.[CH2:29]([O:36][C:37]1[CH:42]=[CH:41][CH:40]=[CH:39][C:38]=1[C:43]([NH2:46])([CH3:45])[CH3:44])[C:30]1[CH:35]=[CH:34][CH:33]=[CH:32][CH:31]=1. Product: [CH3:14][O:13][C:11](=[O:12])[C:10]1[CH:15]=[CH:16][C:17]([Cl:18])=[C:8]([N:4]2[CH:5]=[CH:6][N:7]=[C:2]([NH:46][C:43]([C:38]3[CH:39]=[CH:40][CH:41]=[CH:42][C:37]=3[O:36][CH2:29][C:30]3[CH:35]=[CH:34][CH:33]=[CH:32][CH:31]=3)([CH3:45])[CH3:44])[C:3]2=[O:19])[CH:9]=1. The catalyst class is: 93.